Dataset: Forward reaction prediction with 1.9M reactions from USPTO patents (1976-2016). Task: Predict the product of the given reaction. Given the reactants Br[C:2]1[CH:3]=[C:4]2[C:8](=[CH:9][CH:10]=1)[N:7]([C:11]([O:13][C:14]([CH3:17])([CH3:16])[CH3:15])=[O:12])[CH:6]=[C:5]2[C:18]1[CH:23]=[C:22]([O:24][CH2:25][C:26]2[CH:31]=[CH:30][C:29]([O:32][CH3:33])=[CH:28][CH:27]=2)[N:21]=[C:20]([S:34]([CH3:37])(=[O:36])=[O:35])[N:19]=1.[B:38]1([B:38]2[O:42][C:41]([CH3:44])([CH3:43])[C:40]([CH3:46])([CH3:45])[O:39]2)[O:42][C:41]([CH3:44])([CH3:43])[C:40]([CH3:46])([CH3:45])[O:39]1.C([O-])(=O)C.[K+], predict the reaction product. The product is: [CH3:33][O:32][C:29]1[CH:28]=[CH:27][C:26]([CH2:25][O:24][C:22]2[N:21]=[C:20]([S:34]([CH3:37])(=[O:36])=[O:35])[N:19]=[C:18]([C:5]3[C:4]4[C:8](=[CH:9][CH:10]=[C:2]([B:38]5[O:42][C:41]([CH3:44])([CH3:43])[C:40]([CH3:46])([CH3:45])[O:39]5)[CH:3]=4)[N:7]([C:11]([O:13][C:14]([CH3:17])([CH3:15])[CH3:16])=[O:12])[CH:6]=3)[CH:23]=2)=[CH:31][CH:30]=1.